From a dataset of Full USPTO retrosynthesis dataset with 1.9M reactions from patents (1976-2016). Predict the reactants needed to synthesize the given product. (1) The reactants are: C[O:2][C:3]1[C:11]([O:12][CH3:13])=[C:10]([O:14][CH3:15])[CH:9]=[CH:8][C:4]=1[C:5]([OH:7])=[O:6].B(Br)(Br)Br.C([O-])(O)=O.[Na+].Cl. Given the product [OH:2][C:3]1[C:11]([O:12][CH3:13])=[C:10]([O:14][CH3:15])[CH:9]=[CH:8][C:4]=1[C:5]([OH:7])=[O:6], predict the reactants needed to synthesize it. (2) Given the product [O:18]([C:4]1[CH:3]=[C:2]([S:25][CH2:26][CH2:27][C:28]([O:30][CH3:31])=[O:29])[CH:7]=[N:6][C:5]=1[NH:8][C:9]1[S:10][C:11]2[C:16]([N:17]=1)=[CH:15][CH:14]=[CH:13][N:12]=2)[C:19]1[CH:24]=[CH:23][CH:22]=[CH:21][CH:20]=1, predict the reactants needed to synthesize it. The reactants are: Br[C:2]1[CH:3]=[C:4]([O:18][C:19]2[CH:24]=[CH:23][CH:22]=[CH:21][CH:20]=2)[C:5]([NH:8][C:9]2[S:10][C:11]3[C:16]([N:17]=2)=[CH:15][CH:14]=[CH:13][N:12]=3)=[N:6][CH:7]=1.[SH:25][CH2:26][CH2:27][C:28]([O:30][CH3:31])=[O:29].C(N(C(C)C)C(C)C)C. (3) Given the product [C:25]([O:24][C:22]([N:20]1[CH2:21][C@H:17]([O:16][C:9]2[C:10]3[CH:15]=[CH:14][S:13][C:11]=3[N:12]=[C:7]([C:2]3[CH:3]=[CH:4][CH:5]=[CH:6][N:1]=3)[N:8]=2)[CH2:18][C@H:19]1[C:29]([OH:31])=[O:30])=[O:23])([CH3:28])([CH3:26])[CH3:27], predict the reactants needed to synthesize it. The reactants are: [N:1]1[CH:6]=[CH:5][CH:4]=[CH:3][C:2]=1[C:7]1[N:8]=[C:9]([O:16][C@H:17]2[CH2:21][N:20]([C:22]([O:24][C:25]([CH3:28])([CH3:27])[CH3:26])=[O:23])[C@H:19]([C:29]([O:31]C)=[O:30])[CH2:18]2)[C:10]2[CH:15]=[CH:14][S:13][C:11]=2[N:12]=1.O1CCCC1.[OH-].[Li+].